This data is from Catalyst prediction with 721,799 reactions and 888 catalyst types from USPTO. The task is: Predict which catalyst facilitates the given reaction. (1) Reactant: C[Al](C)C.[Cl:5][C:6]1[CH:7]=[CH:8][C:9]([NH2:12])=[N:10][CH:11]=1.[Si:13]([O:20][CH:21]1[CH2:24][N:23]([CH2:25][C@H:26]([OH:31])[C:27](OC)=[O:28])[CH2:22]1)([C:16]([CH3:19])([CH3:18])[CH3:17])([CH3:15])[CH3:14]. Product: [Si:13]([O:20][CH:21]1[CH2:24][N:23]([CH2:25][C@H:26]([OH:31])[C:27]([NH:12][C:9]2[CH:8]=[CH:7][C:6]([Cl:5])=[CH:11][N:10]=2)=[O:28])[CH2:22]1)([C:16]([CH3:19])([CH3:18])[CH3:17])([CH3:15])[CH3:14]. The catalyst class is: 11. (2) Reactant: [C:1]([O:5][C:6]([NH:8][C:9]([CH2:14][CH3:15])([CH2:12][OH:13])[CH2:10][OH:11])=[O:7])([CH3:4])([CH3:3])[CH3:2].[C:16](OC=C)(=[O:22])[CH2:17][CH2:18][CH2:19][CH2:20][CH3:21]. Product: [C:1]([O:5][C:6]([NH:8][C@@:9]([CH2:14][CH3:15])([CH2:10][O:11][C:16](=[O:22])[CH2:17][CH2:18][CH2:19][CH2:20][CH3:21])[CH2:12][OH:13])=[O:7])([CH3:4])([CH3:3])[CH3:2]. The catalyst class is: 740. (3) Reactant: [C:1]1([C:7]2[NH:11][CH:10]=[C:9]([CH:12]=[O:13])[CH:8]=2)[CH:6]=[CH:5][CH:4]=[CH:3][CH:2]=1.[H-].[Na+].C1OCCOCCOCCOCCOC1.[S:31]1[CH:35]=[CH:34][C:33]([S:36](Cl)(=[O:38])=[O:37])=[CH:32]1. Product: [C:1]1([C:7]2[N:11]([S:36]([C:33]3[CH:34]=[CH:35][S:31][CH:32]=3)(=[O:38])=[O:37])[CH:10]=[C:9]([CH:12]=[O:13])[CH:8]=2)[CH:6]=[CH:5][CH:4]=[CH:3][CH:2]=1. The catalyst class is: 334. (4) Reactant: [CH2:1]([O:3][C:4](=[O:27])[CH2:5][NH:6][C:7]([N:13]1[CH2:18][CH2:17][CH2:16][C@@H:15]([NH:19][C:20]([O:22][C:23]([CH3:26])([CH3:25])[CH3:24])=[O:21])[CH2:14]1)=[C:8]([C:11]#[N:12])[C:9]#[N:10])[CH3:2].[Cl:28][C:29]1[CH:36]=[CH:35][CH:34]=[CH:33][C:30]=1[CH2:31]Br.C(=O)([O-])[O-].[K+].[K+].O. Product: [CH2:1]([O:3][C:4](=[O:27])[CH2:5][N:6]([C:7]([N:13]1[CH2:18][CH2:17][CH2:16][C@@H:15]([NH:19][C:20]([O:22][C:23]([CH3:26])([CH3:25])[CH3:24])=[O:21])[CH2:14]1)=[C:8]([C:9]#[N:10])[C:11]#[N:12])[CH2:31][C:30]1[CH:33]=[CH:34][CH:35]=[CH:36][C:29]=1[Cl:28])[CH3:2]. The catalyst class is: 21. (5) Reactant: FC(F)(F)C(O)=O.[I:8][C:9]1[CH:14]=[CH:13][C:12]([O:15][CH:16]2[CH2:21][CH2:20][NH:19][CH2:18][CH2:17]2)=[CH:11][CH:10]=1.C(O)(=O)C.[C:26]1(=O)[CH2:29][CH2:28][CH2:27]1.C(O[BH-](OC(=O)C)OC(=O)C)(=O)C.[Na+]. Product: [CH:26]1([N:19]2[CH2:20][CH2:21][CH:16]([O:15][C:12]3[CH:13]=[CH:14][C:9]([I:8])=[CH:10][CH:11]=3)[CH2:17][CH2:18]2)[CH2:29][CH2:28][CH2:27]1. The catalyst class is: 2.